Dataset: Catalyst prediction with 721,799 reactions and 888 catalyst types from USPTO. Task: Predict which catalyst facilitates the given reaction. Reactant: C([O:3][C:4](=[O:17])[C@@H:5]1[CH2:9][CH2:8][CH2:7][N:6]1[CH2:10][C:11]1[CH:16]=[CH:15][CH:14]=[CH:13][CH:12]=1)C.[OH-].[Na+].O1CCCC1. Product: [CH2:10]([N:6]1[CH2:7][CH2:8][CH2:9][C@H:5]1[C:4]([OH:17])=[O:3])[C:11]1[CH:12]=[CH:13][CH:14]=[CH:15][CH:16]=1. The catalyst class is: 5.